From a dataset of Catalyst prediction with 721,799 reactions and 888 catalyst types from USPTO. Predict which catalyst facilitates the given reaction. (1) Reactant: [CH3:1][O:2][C:3]1[C:4]([NH:12][NH:13][C:14](=O)[CH3:15])=[N:5][CH:6]=[C:7]([N+:9]([O-:11])=[O:10])[CH:8]=1.CCN(C(C)C)C(C)C.O=P(Cl)(Cl)Cl.C([O-])(O)=O.[Na+]. The catalyst class is: 47. Product: [CH3:1][O:2][C:3]1[C:4]2[N:5]([C:14]([CH3:15])=[N:13][N:12]=2)[CH:6]=[C:7]([N+:9]([O-:11])=[O:10])[CH:8]=1. (2) Reactant: [CH2:1]([O:3][C:4]([C:6]1[NH:10][C:9]2[S:11][CH:12]=[CH:13][C:8]=2C=1)=[O:5])[CH3:2].[Cl:14]N1C(=O)CCC1=O.[CH:22]([Cl:25])(Cl)Cl. Product: [CH2:1]([O:3][C:4]([C:6]1[NH:10][C:9]2[S:11][C:12]([Cl:14])=[CH:13][C:8]=2[C:22]=1[Cl:25])=[O:5])[CH3:2]. The catalyst class is: 15. (3) Reactant: C(C1C=CC(N)=CC=1)CC1C=CC(N)=CC=1.[C:17]([O:21][C:22]([N:24]1[CH2:28][CH2:27][CH2:26][CH:25]1C(O)=O)=[O:23])([CH3:20])([CH3:19])[CH3:18].C(OC(N1C2C(=CC=CC=2)C=CC1)=O)C. Product: [C:17]([O:21][C:22]([N:24]1[CH2:28][CH2:27][CH2:26][CH2:25]1)=[O:23])([CH3:20])([CH3:18])[CH3:19]. The catalyst class is: 2. (4) Reactant: [NH2:1][CH:2]([CH2:13][O:14][CH:15]([F:17])[F:16])[C:3]([NH:5][CH2:6][C:7]1[CH:12]=[CH:11][CH:10]=[CH:9][CH:8]=1)=[O:4].C(N(CC)CC)C.[C:25](OC(=O)C)(=[O:27])[CH3:26]. Product: [C:25]([NH:1][CH:2]([CH2:13][O:14][CH:15]([F:16])[F:17])[C:3]([NH:5][CH2:6][C:7]1[CH:12]=[CH:11][CH:10]=[CH:9][CH:8]=1)=[O:4])(=[O:27])[CH3:26]. The catalyst class is: 56. (5) Reactant: Cl[CH2:2][CH2:3][CH2:4][O:5][C:6]1[CH:18]=[CH:17][C:9]([CH2:10][N:11]2[CH2:16][CH2:15][CH2:14][CH2:13][CH2:12]2)=[CH:8][CH:7]=1.[NH:19]1[CH2:24][CH2:23][CH2:22][CH2:21][CH2:20]1.C(=O)([O-])[O-].[Na+].[Na+].[I-].[K+]. Product: [NH3:11].[CH3:4][OH:5].[N:11]1([CH2:10][C:9]2[CH:17]=[CH:18][C:6]([O:5][CH2:4][CH2:3][CH2:2][N:19]3[CH2:24][CH2:23][CH2:22][CH2:21][CH2:20]3)=[CH:7][CH:8]=2)[CH2:16][CH2:15][CH2:14][CH2:13][CH2:12]1. The catalyst class is: 729.